This data is from Reaction yield outcomes from USPTO patents with 853,638 reactions. The task is: Predict the reaction yield, written as a fraction of the theoretical maximum amount of product (1.0 means a 100% yield; for example, 0.34 means a 34% yield). The product is [Si:33]([O:18][CH:8]([C:5]1[CH:4]=[CH:3][C:2]([Br:1])=[N:7][CH:6]=1)[CH2:9][O:10][Si:11]([C:14]([CH3:15])([CH3:17])[CH3:16])([CH3:13])[CH3:12])([C:36]([CH3:39])([CH3:38])[CH3:37])([CH3:35])[CH3:34]. The yield is 0.840. The reactants are [Br:1][C:2]1[N:7]=[CH:6][C:5]([CH:8]([OH:18])[CH2:9][O:10][Si:11]([C:14]([CH3:17])([CH3:16])[CH3:15])([CH3:13])[CH3:12])=[CH:4][CH:3]=1.N1C(C)=CC=CC=1C.FC(F)(F)S(O[Si:33]([C:36]([CH3:39])([CH3:38])[CH3:37])([CH3:35])[CH3:34])(=O)=O.C(=O)([O-])O.[Na+]. The catalyst is ClCCl.